From a dataset of Forward reaction prediction with 1.9M reactions from USPTO patents (1976-2016). Predict the product of the given reaction. (1) Given the reactants [CH3:1][O:2][C:3]1[CH:11]=[C:6]2[CH:7]=[CH:8][CH:9]=[CH:10][N:5]2[N:4]=1.C([Li])CCC.[Br:17]C(Cl)(Cl)C(Br)(Cl)Cl, predict the reaction product. The product is: [Br:17][C:10]1[N:5]2[N:4]=[C:3]([O:2][CH3:1])[CH:11]=[C:6]2[CH:7]=[CH:8][CH:9]=1. (2) Given the reactants [N:1]1([C:7]([N:9]2[CH2:14][CH:13]([C:15]3[CH:20]=[CH:19][C:18]([O:21][C:22]([F:25])([F:24])[F:23])=[CH:17][CH:16]=3)[CH2:12][CH:11]([C:26](O)=[O:27])[CH2:10]2)=[O:8])[CH2:6][CH2:5][O:4][CH2:3][CH2:2]1.[F:29][C:30]1[CH:35]=[CH:34][C:33]([CH2:36][C:37](=[NH:40])[NH:38]O)=[CH:32][CH:31]=1, predict the reaction product. The product is: [F:29][C:30]1[CH:31]=[CH:32][C:33]([CH2:36][C:37]2[N:38]=[C:26]([CH:11]3[CH2:12][CH:13]([C:15]4[CH:16]=[CH:17][C:18]([O:21][C:22]([F:24])([F:23])[F:25])=[CH:19][CH:20]=4)[CH2:14][N:9]([C:7]([N:1]4[CH2:6][CH2:5][O:4][CH2:3][CH2:2]4)=[O:8])[CH2:10]3)[O:27][N:40]=2)=[CH:34][CH:35]=1. (3) Given the reactants [OH:1][C:2]1[CH:3]=[C:4]([CH:7]=[CH:8][C:9]=1[O:10][CH3:11])[CH:5]=[O:6].Br[CH2:13][C:14]1[N:19]=[C:18]([CH2:20][OH:21])[CH:17]=[CH:16][CH:15]=1.C(=O)([O-])[O-].[K+].[K+], predict the reaction product. The product is: [OH:21][CH2:20][C:18]1[N:19]=[C:14]([CH2:13][O:1][C:2]2[CH:3]=[C:4]([CH:7]=[CH:8][C:9]=2[O:10][CH3:11])[CH:5]=[O:6])[CH:15]=[CH:16][CH:17]=1. (4) Given the reactants [OH-].[Na+].[F:3][C:4]([F:34])([F:33])[C:5]1[CH:6]=[C:7]([CH:30]=[CH:31][CH:32]=1)[CH2:8][N:9]1[CH2:18][CH2:17][C:16]2[C:11](=[C:12]([C:19]3[CH:20]=[C:21]([CH:27]=[CH:28][CH:29]=3)[C:22](OCC)=[O:23])[CH:13]=[CH:14][CH:15]=2)[CH2:10]1.[ClH:35].[NH2:36][CH2:37][CH2:38][OH:39].CCN=C=NCCCN(C)C.C1C=CC2N(O)N=NC=2C=1, predict the reaction product. The product is: [ClH:35].[OH:39][CH2:38][CH2:37][NH:36][C:22](=[O:23])[C:21]1[CH:27]=[CH:28][CH:29]=[C:19]([C:12]2[CH:13]=[CH:14][CH:15]=[C:16]3[C:11]=2[CH2:10][N:9]([CH2:8][C:7]2[CH:30]=[CH:31][CH:32]=[C:5]([C:4]([F:3])([F:33])[F:34])[CH:6]=2)[CH2:18][CH2:17]3)[CH:20]=1.